Dataset: Peptide-MHC class I binding affinity with 185,985 pairs from IEDB/IMGT. Task: Regression. Given a peptide amino acid sequence and an MHC pseudo amino acid sequence, predict their binding affinity value. This is MHC class I binding data. (1) The peptide sequence is TKDAERGKL. The MHC is HLA-A02:01 with pseudo-sequence HLA-A02:01. The binding affinity (normalized) is 0.0847. (2) The peptide sequence is LRTFSILNR. The MHC is HLA-A03:01 with pseudo-sequence HLA-A03:01. The binding affinity (normalized) is 0. (3) The peptide sequence is ATFRDMLLNV. The MHC is HLA-A02:06 with pseudo-sequence HLA-A02:06. The binding affinity (normalized) is 0.898.